This data is from TCR-epitope binding with 47,182 pairs between 192 epitopes and 23,139 TCRs. The task is: Binary Classification. Given a T-cell receptor sequence (or CDR3 region) and an epitope sequence, predict whether binding occurs between them. (1) The epitope is GPGHKARVL. The TCR CDR3 sequence is CASSASTGEAYGYTF. Result: 1 (the TCR binds to the epitope). (2) The epitope is GVAMPNLYK. The TCR CDR3 sequence is CASSQAAGEPPYQETQYF. Result: 0 (the TCR does not bind to the epitope). (3) The epitope is FLRGRAYGL. The TCR CDR3 sequence is CASSQEEQGAGVWNSPLHF. Result: 0 (the TCR does not bind to the epitope). (4) The epitope is LLQTGIHVRVSQPSL. The TCR CDR3 sequence is CASSQDPWAGGRETQYF. Result: 0 (the TCR does not bind to the epitope).